This data is from Forward reaction prediction with 1.9M reactions from USPTO patents (1976-2016). The task is: Predict the product of the given reaction. (1) Given the reactants N1C=CC=CC=1.[CH3:7][C:8]1[N:9]=[CH:10][N:11]([C:13]2[C:14]([OH:40])=[N:15][C:16](/[CH:19]=[CH:20]/[C:21]3[N:39]=[C:24]4[C@H:25]([C:29]5[CH:34]=[CH:33][CH:32]=[CH:31][C:30]=5[C:35]([F:38])([F:37])[F:36])[CH2:26][CH2:27][CH2:28][N:23]4[N:22]=3)=[CH:17][CH:18]=2)[CH:12]=1.[F:41][C:42]([F:55])([F:54])[S:43](O[S:43]([C:42]([F:55])([F:54])[F:41])(=[O:45])=[O:44])(=[O:45])=[O:44].O, predict the reaction product. The product is: [F:41][C:42]([F:55])([F:54])[S:43]([O:40][C:14]1[C:13]([N:11]2[CH:12]=[C:8]([CH3:7])[N:9]=[CH:10]2)=[CH:18][CH:17]=[C:16](/[CH:19]=[CH:20]/[C:21]2[N:39]=[C:24]3[CH:25]([C:29]4[CH:34]=[CH:33][CH:32]=[CH:31][C:30]=4[C:35]([F:37])([F:36])[F:38])[CH2:26][CH2:27][CH2:28][N:23]3[N:22]=2)[N:15]=1)(=[O:45])=[O:44]. (2) Given the reactants [CH3:1]SC1C=CC(C2C(C(C3C=CC=CC=3)C#N)=NC=C(C(F)(F)F)C=2)=CC=1.[C:28]1([C:34]([C:36]2[C:41]([C:42]3[CH:47]=[CH:46][C:45](SC)=[CH:44][CH:43]=3)=[CH:40][C:39]([C:50]([F:53])([F:52])[F:51])=[CH:38][N:37]=2)=[O:35])[CH:33]=[CH:32][CH:31]=[CH:30][CH:29]=1.O[O:55][S:56]([O-:58])=O.[K+].[OH-].[NH4+], predict the reaction product. The product is: [C:28]1([C:34]([C:36]2[C:41]([C:42]3[CH:43]=[CH:44][C:45]([S:56]([CH3:1])(=[O:58])=[O:55])=[CH:46][CH:47]=3)=[CH:40][C:39]([C:50]([F:53])([F:51])[F:52])=[CH:38][N:37]=2)=[O:35])[CH:29]=[CH:30][CH:31]=[CH:32][CH:33]=1.